This data is from Catalyst prediction with 721,799 reactions and 888 catalyst types from USPTO. The task is: Predict which catalyst facilitates the given reaction. (1) Reactant: Cl[C:2]1[CH:3]=[CH:4][C:5]2[N:6]([C:8]([C:11]([F:14])([F:13])[F:12])=[N:9][N:10]=2)[N:7]=1.[NH:15]1[CH2:20][CH2:19][CH:18]([C:21]2[CH:30]=[CH:29][C:24]([C:25]([O:27][CH3:28])=[O:26])=[CH:23][CH:22]=2)[CH2:17][CH2:16]1.CCN(C(C)C)C(C)C.O. The catalyst class is: 44. Product: [F:12][C:11]([F:14])([F:13])[C:8]1[N:6]2[N:7]=[C:2]([N:15]3[CH2:20][CH2:19][CH:18]([C:21]4[CH:30]=[CH:29][C:24]([C:25]([O:27][CH3:28])=[O:26])=[CH:23][CH:22]=4)[CH2:17][CH2:16]3)[CH:3]=[CH:4][C:5]2=[N:10][N:9]=1. (2) Reactant: C([O-])([O-])=O.[K+].[K+].C([O:10][C:11]1[CH:19]=[C:18]([C:20]([O:22][CH2:23][CH3:24])=[O:21])[CH:17]=[C:16]2[C:12]=1[CH:13]=[CH:14][N:15]2[CH:25]1[CH2:27][CH2:26]1)(=O)C. Product: [CH:25]1([N:15]2[C:16]3[C:12](=[C:11]([OH:10])[CH:19]=[C:18]([C:20]([O:22][CH2:23][CH3:24])=[O:21])[CH:17]=3)[CH:13]=[CH:14]2)[CH2:26][CH2:27]1. The catalyst class is: 14.